From a dataset of Full USPTO retrosynthesis dataset with 1.9M reactions from patents (1976-2016). Predict the reactants needed to synthesize the given product. (1) The reactants are: [Cl:1][C:2]1[CH:7]=[CH:6][C:5]([C:8]([CH:14]2[CH2:18][CH2:17][CH2:16][CH2:15]2)([CH3:13])[C:9]([O:11][CH3:12])=[O:10])=[CH:4][CH:3]=1.OC1[CH2:25][CH2:24][N:23]([CH3:26])[CH2:22][CH2:21]1. Given the product [Cl:1][C:2]1[CH:3]=[CH:4][C:5]([C:8]([CH:14]2[CH2:15][CH2:16][CH2:17][CH2:18]2)([CH3:13])[C:9]([O:11][CH:12]2[CH2:25][CH2:24][N:23]([CH3:26])[CH2:22][CH2:21]2)=[O:10])=[CH:6][CH:7]=1, predict the reactants needed to synthesize it. (2) Given the product [C:61]([C:2]1[CH:3]=[CH:4][C:5]2[N:11]3[CH:12]=[N:13][C:45]([C:46]([O:34][CH2:32][CH3:31])=[O:47])=[C:10]3[CH2:9][N:8]=[C:7]([C:16]3[CH:21]=[CH:20][CH:19]=[CH:18][CH:17]=3)[C:6]=2[CH:22]=1)#[CH:62], predict the reactants needed to synthesize it. The reactants are: Br[C:2]1[CH:3]=[CH:4][C:5]2[N:11]3[C:12](C)=[N:13]N=[C:10]3[CH2:9][N:8]=[C:7]([C:16]3[CH:21]=[CH:20][CH:19]=[CH:18][CH:17]=3)[C:6]=2[CH:22]=1.BrC1C=CC2C(C=1)=C(C1C=CC=CC=1)N=[CH:31][C:32](=[O:34])N=2.[H-].[Na+].N1(P(Cl)(N2CCOCC2)=O)CC[O:47][CH2:46][CH2:45]1.[K+].[Br-].[CH2:61]1COC[CH2:62]1. (3) The reactants are: [Cl:1][C:2]1[CH:7]=[CH:6][N:5]=[CH:4][C:3]=1[CH:8]=O.Cl.[NH2:11][OH:12].[OH-].[Na+].Cl. Given the product [Cl:1][C:2]1[CH:7]=[CH:6][N:5]=[CH:4][C:3]=1[CH:8]=[N:11][OH:12], predict the reactants needed to synthesize it. (4) Given the product [CH2:14]([O:13][C:12]1[C:11](=[O:21])[N:10]=[C:9]([CH2:22][C:23]2[CH:28]=[CH:27][CH:26]=[CH:25][C:24]=2[C:29]2[CH2:34][CH2:33][CH2:32][CH2:31][CH:30]=2)[N:8]2[CH2:2][CH2:3][N:4]([CH:35]([CH3:37])[CH3:36])[C:5](=[O:6])[C:7]=12)[C:15]1[CH:20]=[CH:19][CH:18]=[CH:17][CH:16]=1, predict the reactants needed to synthesize it. The reactants are: O[CH2:2][CH2:3][N:4]([CH:35]([CH3:37])[CH3:36])[C:5]([C:7]1[C:12]([O:13][CH2:14][C:15]2[CH:20]=[CH:19][CH:18]=[CH:17][CH:16]=2)=[C:11]([OH:21])[N:10]=[C:9]([CH2:22][C:23]2[CH:28]=[CH:27][CH:26]=[CH:25][C:24]=2[C:29]2[CH2:34][CH2:33][CH2:32][CH2:31][CH:30]=2)[N:8]=1)=[O:6].C(OC1C(=O)N=C(CC2C=CC=C(Cl)C=2Cl)N2CCN(C(C)C)C(=O)C=12)C1C=CC=CC=1. (5) Given the product [F:13][C:14]1[C:19]([I:21])=[CH:18][C:17]([CH3:20])=[CH:16][N:15]=1, predict the reactants needed to synthesize it. The reactants are: C(NC(C)C)(C)C.C([Li])CCC.[F:13][C:14]1[CH:19]=[CH:18][C:17]([CH3:20])=[CH:16][N:15]=1.[I:21]I.